From a dataset of Full USPTO retrosynthesis dataset with 1.9M reactions from patents (1976-2016). Predict the reactants needed to synthesize the given product. Given the product [CH2:1]([O:6][C:7]1[CH:8]=[CH:9][C:10]([C:13]2[O:17][N:16]=[C:15]([C:18]3[CH:19]=[CH:20][C:21]([C:22]([OH:24])=[O:23])=[CH:25][CH:26]=3)[CH:14]=2)=[CH:11][CH:12]=1)[CH2:2][CH2:3][CH2:4][CH3:5], predict the reactants needed to synthesize it. The reactants are: [CH2:1]([O:6][C:7]1[CH:12]=[CH:11][C:10]([C:13]2[O:17][N:16]=[C:15]([C:18]3[CH:26]=[CH:25][C:21]([C:22]([O-:24])=[O:23])=[CH:20][CH:19]=3)[CH:14]=2)=[CH:9][CH:8]=1)[CH2:2][CH2:3][CH2:4][CH3:5].[K+].O1CCCC1.Cl.